This data is from Choline transporter screen with 302,306 compounds. The task is: Binary Classification. Given a drug SMILES string, predict its activity (active/inactive) in a high-throughput screening assay against a specified biological target. (1) The molecule is O(c1c(CNc2nccc(c2)C)cccc1)C. The result is 0 (inactive). (2) The molecule is Clc1ccc(c2[nH]n3c(nc(c(c3=O)CC(OC)=O)C)n2)cc1. The result is 0 (inactive). (3) The compound is s1nnc(c1C(=O)N(C(C)C)Cc1ccccc1)C. The result is 0 (inactive). (4) The drug is S\1C(N2CCOCC2)=C(C(=O)C1=C/C(OC)=O)c1ccc(OC)cc1. The result is 0 (inactive). (5) The drug is S(=O)(=O)(N1CC2CC(C1)c1n(C2)c(=O)ccc1)c1ccc(C(C)(C)C)cc1. The result is 0 (inactive).